This data is from NCI-60 drug combinations with 297,098 pairs across 59 cell lines. The task is: Regression. Given two drug SMILES strings and cell line genomic features, predict the synergy score measuring deviation from expected non-interaction effect. (1) Drug 1: CN(C)N=NC1=C(NC=N1)C(=O)N. Drug 2: CC1C(C(CC(O1)OC2CC(CC3=C2C(=C4C(=C3O)C(=O)C5=C(C4=O)C(=CC=C5)OC)O)(C(=O)CO)O)N)O.Cl. Cell line: NCI/ADR-RES. Synergy scores: CSS=21.4, Synergy_ZIP=-1.37, Synergy_Bliss=5.27, Synergy_Loewe=4.92, Synergy_HSA=6.27. (2) Drug 1: CC=C1C(=O)NC(C(=O)OC2CC(=O)NC(C(=O)NC(CSSCCC=C2)C(=O)N1)C(C)C)C(C)C. Drug 2: C1CN(P(=O)(OC1)NCCCl)CCCl. Cell line: MDA-MB-231. Synergy scores: CSS=55.7, Synergy_ZIP=-3.67, Synergy_Bliss=-5.08, Synergy_Loewe=-58.2, Synergy_HSA=-2.97. (3) Drug 1: C1=NC(=NC(=O)N1C2C(C(C(O2)CO)O)O)N. Drug 2: CC(C)CN1C=NC2=C1C3=CC=CC=C3N=C2N. Cell line: KM12. Synergy scores: CSS=25.6, Synergy_ZIP=-11.5, Synergy_Bliss=-7.84, Synergy_Loewe=-6.22, Synergy_HSA=-5.25. (4) Drug 1: C#CCC(CC1=CN=C2C(=N1)C(=NC(=N2)N)N)C3=CC=C(C=C3)C(=O)NC(CCC(=O)O)C(=O)O. Drug 2: CCC1(C2=C(COC1=O)C(=O)N3CC4=CC5=C(C=CC(=C5CN(C)C)O)N=C4C3=C2)O.Cl. Cell line: DU-145. Synergy scores: CSS=32.3, Synergy_ZIP=-0.925, Synergy_Bliss=-1.06, Synergy_Loewe=-3.00, Synergy_HSA=-2.43. (5) Drug 1: C1=C(C(=O)NC(=O)N1)N(CCCl)CCCl. Drug 2: CN(CCCl)CCCl.Cl. Cell line: ACHN. Synergy scores: CSS=56.8, Synergy_ZIP=-11.8, Synergy_Bliss=-10.0, Synergy_Loewe=-8.08, Synergy_HSA=-7.20. (6) Drug 2: CN(C(=O)NC(C=O)C(C(C(CO)O)O)O)N=O. Synergy scores: CSS=40.6, Synergy_ZIP=3.72, Synergy_Bliss=4.53, Synergy_Loewe=-29.2, Synergy_HSA=5.50. Drug 1: COC1=CC(=CC(=C1O)OC)C2C3C(COC3=O)C(C4=CC5=C(C=C24)OCO5)OC6C(C(C7C(O6)COC(O7)C8=CC=CS8)O)O. Cell line: BT-549. (7) Drug 1: CNC(=O)C1=CC=CC=C1SC2=CC3=C(C=C2)C(=NN3)C=CC4=CC=CC=N4. Drug 2: CC=C1C(=O)NC(C(=O)OC2CC(=O)NC(C(=O)NC(CSSCCC=C2)C(=O)N1)C(C)C)C(C)C. Cell line: U251. Synergy scores: CSS=67.9, Synergy_ZIP=-6.67, Synergy_Bliss=-9.39, Synergy_Loewe=-7.71, Synergy_HSA=-6.25. (8) Drug 1: C1=NC2=C(N=C(N=C2N1C3C(C(C(O3)CO)O)O)F)N. Drug 2: CC1CCC2CC(C(=CC=CC=CC(CC(C(=O)C(C(C(=CC(C(=O)CC(OC(=O)C3CCCCN3C(=O)C(=O)C1(O2)O)C(C)CC4CCC(C(C4)OC)O)C)C)O)OC)C)C)C)OC. Cell line: HCT116. Synergy scores: CSS=-1.87, Synergy_ZIP=0.136, Synergy_Bliss=0.326, Synergy_Loewe=-4.33, Synergy_HSA=-2.93.